From a dataset of Full USPTO retrosynthesis dataset with 1.9M reactions from patents (1976-2016). Predict the reactants needed to synthesize the given product. (1) Given the product [NH2:6][CH2:5][CH2:4][CH2:3][SH:8]=[S:7](=[O:9])([OH:11])[OH:10], predict the reactants needed to synthesize it. The reactants are: Cl.Cl[CH2:3][CH2:4][CH2:5][NH2:6].[S:7]([O-:11])([O-:10])(=[O:9])=[S:8].[Na+].[Na+]. (2) Given the product [NH2:30][C@@H:26]1[CH2:27][CH2:28][CH2:29][N:24]([C:21]2[N:22]=[CH:23][C:18]([NH:17][C:5]3[C:4]4[C:9](=[CH:10][CH:11]=[C:2]([C:43]5[CH:42]=[C:41]([O:54][CH3:55])[C:40]([OH:56])=[C:39]([Cl:38])[CH:44]=5)[CH:3]=4)[N:8]=[CH:7][C:6]=3[C:12]([CH:14]3[CH2:15][CH2:16]3)=[O:13])=[CH:19][CH:20]=2)[CH2:25]1, predict the reactants needed to synthesize it. The reactants are: Br[C:2]1[CH:3]=[C:4]2[C:9](=[CH:10][CH:11]=1)[N:8]=[CH:7][C:6]([C:12]([CH:14]1[CH2:16][CH2:15]1)=[O:13])=[C:5]2[NH:17][C:18]1[CH:19]=[CH:20][C:21]([N:24]2[CH2:29][CH2:28][CH2:27][C@@H:26]([NH:30]C(=O)OC(C)(C)C)[CH2:25]2)=[N:22][CH:23]=1.[Cl:38][C:39]1[CH:44]=[C:43](B2OC(C)(C)C(C)(C)O2)[CH:42]=[C:41]([O:54][CH3:55])[C:40]=1[OH:56]. (3) Given the product [C:16]([CH2:15][C:14]1[CH:13]=[CH:12][C:11]([O:10][CH3:9])=[CH:19][C:15]=1[C:16]([OH:18])=[O:17])([OH:18])=[O:17], predict the reactants needed to synthesize it. The reactants are: [Cl-].[Cl-].[Ca+2].OS(O)(=O)=O.[CH3:9][O:10][C:11]1[CH:12]=[CH:13][CH:14]=[C:15]([CH:19]=1)[C:16]([OH:18])=[O:17].